This data is from Forward reaction prediction with 1.9M reactions from USPTO patents (1976-2016). The task is: Predict the product of the given reaction. (1) The product is: [C:21]([C:11]1[C:10]([N:7]2[CH2:8][CH2:9][C@H:5]([NH:4][C:1](=[O:3])[CH3:2])[CH2:6]2)=[C:19]2[C:14]([CH:15]=[CH:16][CH:17]=[N:18]2)=[C:13]([Cl:20])[CH:12]=1)(=[O:22])[CH3:27]. Given the reactants [C:1]([NH:4][C@H:5]1[CH2:9][CH2:8][N:7]([C:10]2[C:11]([C:21](N(OC)C)=[O:22])=[CH:12][C:13]([Cl:20])=[C:14]3[C:19]=2[N:18]=[CH:17][CH:16]=[CH:15]3)[CH2:6]1)(=[O:3])[CH3:2].[CH3:27][Mg]Br, predict the reaction product. (2) The product is: [C:16]1([CH:4]2[NH:5][C:6]3[C:11]4[C:2](=[N:29][NH:30][C:12](=[O:28])[C:10]=4[CH:9]=[CH:8][CH:7]=3)[CH:3]2[C:22]2[CH:27]=[CH:26][CH:25]=[CH:24][CH:23]=2)[CH:17]=[CH:18][CH:19]=[CH:20][CH:21]=1. Given the reactants O=[C:2]1[C:11]2[C:10]([C:12](OC)=O)=[CH:9][CH:8]=[CH:7][C:6]=2[NH:5][CH:4]([C:16]2[CH:21]=[CH:20][CH:19]=[CH:18][CH:17]=2)[CH:3]1[C:22]1[CH:27]=[CH:26][CH:25]=[CH:24][CH:23]=1.[OH2:28].[NH2:29][NH2:30], predict the reaction product.